From a dataset of Forward reaction prediction with 1.9M reactions from USPTO patents (1976-2016). Predict the product of the given reaction. (1) Given the reactants [CH2:1]([O:3][C:4]1[CH:5]=[C:6]([CH:12]=[CH:13][C:14]=1[CH3:15])[C:7]([O:9][CH2:10][CH3:11])=[O:8])[CH3:2].[Br:16]N1C(=O)CCC1=O.C(OCC)(=O)C, predict the reaction product. The product is: [Br:16][CH2:15][C:14]1[CH:13]=[CH:12][C:6]([C:7]([O:9][CH2:10][CH3:11])=[O:8])=[CH:5][C:4]=1[O:3][CH2:1][CH3:2]. (2) Given the reactants [CH3:1][C:2]1[C:6]([S:7]([C:10]2[CH:15]=[CH:14][CH:13]=[CH:12][CH:11]=2)(=[O:9])=[O:8])=[C:5]([CH3:16])[NH:4][C:3]=1[C:17]([O:19]CC)=[O:18].O.[OH-].[Li+], predict the reaction product. The product is: [CH3:1][C:2]1[C:6]([S:7]([C:10]2[CH:15]=[CH:14][CH:13]=[CH:12][CH:11]=2)(=[O:9])=[O:8])=[C:5]([CH3:16])[NH:4][C:3]=1[C:17]([OH:19])=[O:18]. (3) Given the reactants [CH3:1][N:2]([CH2:4][CH2:5][NH:6][C:7](=[O:19])[C:8]1[CH:13]=[CH:12][C:11]([N+:14]([O-])=O)=[CH:10][C:9]=1[O:17][CH3:18])[CH3:3], predict the reaction product. The product is: [NH2:14][C:11]1[CH:12]=[CH:13][C:8]([C:7]([NH:6][CH2:5][CH2:4][N:2]([CH3:1])[CH3:3])=[O:19])=[C:9]([O:17][CH3:18])[CH:10]=1. (4) The product is: [CH3:1][C:2]([CH3:8])([CH2:5][CH:6]=[CH2:7])[CH2:3][NH:4][C:19](=[O:20])[O:21][CH3:22]. Given the reactants [CH3:1][C:2]([CH3:8])([CH2:5][CH:6]=[CH2:7])[CH2:3][NH2:4].C(N(C(C)C)CC)(C)C.Cl[C:19]([O:21][CH3:22])=[O:20].O, predict the reaction product. (5) Given the reactants Br[C:2]1[CH:15]=[N:14][C:5]2[NH:6][C:7](=[O:13])[C:8]([CH3:12])([CH3:11])[NH:9][CH2:10][C:4]=2[CH:3]=1.[CH2:16]([C:18]1[C:22]2[CH:23]=[CH:24][CH:25]=[CH:26][C:21]=2[O:20][C:19]=1[CH2:27][N:28]([CH3:33])[C:29](=[O:32])[CH:30]=[CH2:31])[CH3:17].C(N(C(C)C)C(C)C)C.CC1C=CC=CC=1P(C1C=CC=CC=1C)C1C=CC=CC=1C, predict the reaction product. The product is: [CH3:11][C:8]1([CH3:12])[C:7](=[O:13])[NH:6][C:5]2[N:14]=[CH:15][C:2](/[CH:31]=[CH:30]/[C:29]([N:28]([CH2:27][C:19]3[O:20][C:21]4[CH:26]=[CH:25][CH:24]=[CH:23][C:22]=4[C:18]=3[CH2:16][CH3:17])[CH3:33])=[O:32])=[CH:3][C:4]=2[CH2:10][NH:9]1.